Dataset: Full USPTO retrosynthesis dataset with 1.9M reactions from patents (1976-2016). Task: Predict the reactants needed to synthesize the given product. (1) The reactants are: [CH:1]([C:4]1[C:13]2[C:8](=[CH:9][C:10]([OH:14])=[CH:11][CH:12]=2)[CH:7]=[C:6]([NH:15][C:16]2[CH:20]=[C:19]([CH3:21])[NH:18][N:17]=2)[N:5]=1)([CH3:3])[CH3:2].Cl[CH2:23][CH2:24][N:25]1[CH2:30][CH2:29][O:28][CH2:27][CH2:26]1. Given the product [CH:1]([C:4]1[C:13]2[C:8](=[CH:9][C:10]([O:14][CH2:23][CH2:24][N:25]3[CH2:30][CH2:29][O:28][CH2:27][CH2:26]3)=[CH:11][CH:12]=2)[CH:7]=[C:6]([NH:15][C:16]2[CH:20]=[C:19]([CH3:21])[NH:18][N:17]=2)[N:5]=1)([CH3:3])[CH3:2], predict the reactants needed to synthesize it. (2) The reactants are: Cl[Si](C)(C)C.[C:6]([C:8]1[CH:13]=[CH:12][CH:11]=[CH:10][C:9]=1[C:14]1[C:15]([O:26]C)=[N:16][CH:17]=[C:18]([C:20]2[CH:25]=[CH:24][CH:23]=[CH:22][N:21]=2)[CH:19]=1)#[N:7].[I-].[Na+].C(=O)(O)[O-].[Na+]. Given the product [C:6]([C:8]1[CH:13]=[CH:12][CH:11]=[CH:10][C:9]=1[C:14]1[C:15](=[O:26])[NH:16][CH:17]=[C:18]([C:20]2[CH:25]=[CH:24][CH:23]=[CH:22][N:21]=2)[CH:19]=1)#[N:7], predict the reactants needed to synthesize it.